This data is from Full USPTO retrosynthesis dataset with 1.9M reactions from patents (1976-2016). The task is: Predict the reactants needed to synthesize the given product. (1) Given the product [C:1]([C:3]1[CH:31]=[CH:30][C:6]([C:7]2[O:8][C:11]([C@H:12]([NH:16][C:17]3[C:26]4[C:21](=[CH:22][CH:23]=[CH:24][CH:25]=4)[C:20]([C:27]#[N:28])=[CH:19][CH:18]=3)[C@H:13]([OH:15])[CH3:14])=[N:10][N:9]=2)=[CH:5][CH:4]=1)#[N:2], predict the reactants needed to synthesize it. The reactants are: [C:1]([C:3]1[CH:31]=[CH:30][C:6]([C:7]([NH:9][NH:10][C:11](=O)[C@H:12]([NH:16][C:17]2[C:26]3[C:21](=[CH:22][CH:23]=[CH:24][CH:25]=3)[C:20]([C:27]#[N:28])=[CH:19][CH:18]=2)[C@H:13]([OH:15])[CH3:14])=[O:8])=[CH:5][CH:4]=1)#[N:2].C(NP1(N(CC)CC)N(C)CCCN1C)(C)(C)C. (2) Given the product [CH3:13][O:12][CH2:11][CH:10]([N:4]1[C:5]2[N:6]=[CH:7][S:8][C:9]=2[C:2]([C:16]#[N:17])=[C:3]1[CH3:15])[CH3:14], predict the reactants needed to synthesize it. The reactants are: Br[C:2]1[C:9]2[S:8][CH:7]=[N:6][C:5]=2[N:4]([CH:10]([CH3:14])[CH2:11][O:12][CH3:13])[C:3]=1[CH3:15].[C:16]([Cu])#[N:17].